Predict the reaction yield, written as a fraction of the theoretical maximum amount of product (1.0 means a 100% yield; for example, 0.34 means a 34% yield). From a dataset of Reaction yield outcomes from USPTO patents with 853,638 reactions. (1) The reactants are [CH3:1][C:2]1[CH:7]=[CH:6][C:5]([S:8]([O:11][CH2:12][CH:13]2[CH2:17][C:16]3[CH:18]=[CH:19][CH:20]=[C:21](Br)[C:15]=3[O:14]2)(=[O:10])=[O:9])=[CH:4][CH:3]=1.[CH3:23][C:24]1[CH:29]=[CH:28][CH:27]=[CH:26][C:25]=1B(O)O. No catalyst specified. The product is [CH3:1][C:2]1[CH:7]=[CH:6][C:5]([S:8]([O:11][CH2:12][CH:13]2[CH2:17][C:16]3[CH:18]=[CH:19][CH:20]=[C:21]([C:25]4[CH:26]=[CH:27][CH:28]=[CH:29][C:24]=4[CH3:23])[C:15]=3[O:14]2)(=[O:10])=[O:9])=[CH:4][CH:3]=1. The yield is 0.830. (2) The reactants are C[O:2][C:3]1[CH:4]=[C:5]2[C:10](=[CH:11][C:12]=1[O:13][CH3:14])[N:9]=[CH:8][NH:7][C:6]2=[O:15].[OH-].[Na+]. The catalyst is CS(O)(=O)=O. The product is [OH:2][C:3]1[CH:4]=[C:5]2[C:10](=[CH:11][C:12]=1[O:13][CH3:14])[N:9]=[CH:8][NH:7][C:6]2=[O:15]. The yield is 0.970.